This data is from Full USPTO retrosynthesis dataset with 1.9M reactions from patents (1976-2016). The task is: Predict the reactants needed to synthesize the given product. (1) Given the product [C:30]([NH:1][C:2]1[CH:3]=[CH:4][CH:5]=[C:6]2[C:10]=1[C:9](=[O:11])[N:8]([C@@H:12]([C:19]1[CH:24]=[CH:23][C:22]([O:25][CH3:26])=[C:21]([O:27][CH2:28][CH3:29])[CH:20]=1)[CH2:13][C:14]([N:16]([CH3:18])[CH3:17])=[O:15])[CH2:7]2)(=[O:32])[CH3:31], predict the reactants needed to synthesize it. The reactants are: [NH2:1][C:2]1[CH:3]=[CH:4][CH:5]=[C:6]2[C:10]=1[C:9](=[O:11])[N:8]([C@@H:12]([C:19]1[CH:24]=[CH:23][C:22]([O:25][CH3:26])=[C:21]([O:27][CH2:28][CH3:29])[CH:20]=1)[CH2:13][C:14]([N:16]([CH3:18])[CH3:17])=[O:15])[CH2:7]2.[C:30](Cl)(=[O:32])[CH3:31].C(=O)([O-])O.[Na+].C(OCC)(=O)C. (2) Given the product [Cl:27][C:6]1[CH:5]=[CH:4][C:3]2[C:8](=[C:9]([C:12]3[CH:17]=[CH:16][C:15]([C:18]4[CH:19]=[N:20][N:21]([CH3:23])[CH:22]=4)=[CH:14][CH:13]=3)[CH:10]=[N:11][C:2]=2[CH3:1])[N:7]=1, predict the reactants needed to synthesize it. The reactants are: [CH3:1][C:2]1[N:11]=[CH:10][C:9]([C:12]2[CH:17]=[CH:16][C:15]([C:18]3[CH:19]=[N:20][N:21]([CH3:23])[CH:22]=3)=[CH:14][CH:13]=2)=[C:8]2[C:3]=1[CH:4]=[CH:5][C:6](=O)[NH:7]2.P(Cl)(Cl)([Cl:27])=O.